From a dataset of Full USPTO retrosynthesis dataset with 1.9M reactions from patents (1976-2016). Predict the reactants needed to synthesize the given product. (1) Given the product [CH3:25][C:26]1[CH:27]=[C:28]([CH3:29])[N:23]([C:21]2[NH:20][C:11]3=[N:12][C:13]([C:14]4[CH:15]=[N:16][CH:17]=[CH:18][CH:19]=4)=[C:8]([C:7]4[CH:6]=[CH:5][N:4]=[CH:3][C:2]=4[F:1])[CH:9]=[C:10]3[N:22]=2)[N:24]=1, predict the reactants needed to synthesize it. The reactants are: [F:1][C:2]1[CH:3]=[N:4][CH:5]=[CH:6][C:7]=1[C:8]1[CH:9]=[C:10]2[N:22]=[C:21]([NH:23][NH2:24])[NH:20][C:11]2=[N:12][C:13]=1[C:14]1[CH:15]=[N:16][CH:17]=[CH:18][CH:19]=1.[CH3:25][C:26](=O)[CH2:27][C:28](=O)[CH3:29].Cl. (2) Given the product [Cl:20][C:21]1[N:26]=[CH:25][C:24]([CH2:27][N:28]([CH2:29][CH:30]([F:32])[F:31])[C:14]2[CH2:15][O:16][C:17](=[O:18])[CH:13]=2)=[CH:23][CH:22]=1, predict the reactants needed to synthesize it. The reactants are: S(=O)(=O)(O)[O-].[K+].[K+].C(OC([C:13]1[C:17](=[O:18])[O:16][CH2:15][C:14]=1[O-])=O)C.[Cl:20][C:21]1[N:26]=[CH:25][C:24]([CH2:27][NH:28][CH2:29][CH:30]([F:32])[F:31])=[CH:23][CH:22]=1.O. (3) The reactants are: [CH3:1][S:2]([C:4]1[CH:9]=[CH:8][C:7]([CH2:10][CH2:11][C:12]([O:14][CH3:15])=[O:13])=[CH:6][CH:5]=1)=[O:3].[F:16][C:17]([F:22])([F:21])[C:18]([NH2:20])=[O:19]. Given the product [CH3:1][S:2]([C:4]1[CH:5]=[CH:6][C:7]([CH2:10][CH2:11][C:12]([O:14][CH3:15])=[O:13])=[CH:8][CH:9]=1)(=[N:20][C:18](=[O:19])[C:17]([F:22])([F:21])[F:16])=[O:3], predict the reactants needed to synthesize it. (4) The reactants are: [BH4-].[Na+].[Cl:3][C:4]1[CH:5]=[CH:6][CH:7]=[C:8]2[C:13]=1[N:12]=[C:11]([C:14]1[CH:19]=[CH:18][CH:17]=[CH:16][C:15]=1[F:20])[C:10]([CH:21]=[O:22])=[CH:9]2. Given the product [Cl:3][C:4]1[CH:5]=[CH:6][CH:7]=[C:8]2[C:13]=1[N:12]=[C:11]([C:14]1[CH:19]=[CH:18][CH:17]=[CH:16][C:15]=1[F:20])[C:10]([CH2:21][OH:22])=[CH:9]2, predict the reactants needed to synthesize it. (5) Given the product [CH2:1]([N:30]1[CH2:31][CH2:32][CH:33]([O:36][C:37]2[CH:45]=[CH:44][C:40]([C:41]([NH2:43])=[O:42])=[CH:39][CH:38]=2)[CH2:34][CH2:35]1)[C:2]1[CH:7]=[CH:6][CH:5]=[CH:4][CH:3]=1, predict the reactants needed to synthesize it. The reactants are: [CH:1](=O)[C:2]1[CH:7]=[CH:6][CH:5]=[CH:4][CH:3]=1.C(O[BH-](OC(=O)C)OC(=O)C)(=O)C.[Na+].FC(F)(F)C(O)=O.[NH:30]1[CH2:35][CH2:34][CH:33]([O:36][C:37]2[CH:45]=[CH:44][C:40]([C:41]([NH2:43])=[O:42])=[CH:39][CH:38]=2)[CH2:32][CH2:31]1.[OH-].[Na+]. (6) Given the product [Br:11][C:6]1[CH:5]=[C:4]2[C:9](=[CH:8][CH:7]=1)[NH:1][C:2](=[O:10])[CH2:3]2, predict the reactants needed to synthesize it. The reactants are: [NH:1]1[C:9]2[C:4](=[CH:5][CH:6]=[CH:7][CH:8]=2)[CH2:3][C:2]1=[O:10].[Br:11]N1C(=O)CCC1=O.